This data is from Forward reaction prediction with 1.9M reactions from USPTO patents (1976-2016). The task is: Predict the product of the given reaction. (1) The product is: [CH3:12][O:11][C:6]1[CH:7]=[CH:8][C:9]([S:22][C:23]#[N:24])=[C:4]([N+:1]([O-:3])=[O:2])[CH:5]=1. Given the reactants [N+:1]([C:4]1[CH:5]=[C:6]([O:11][CH3:12])[CH:7]=[CH:8][C:9]=1N)([O-:3])=[O:2].OS(O)(=O)=O.N([O-])=O.[Na+].[S-:22][C:23]#[N:24].[K+], predict the reaction product. (2) Given the reactants [CH2:1]([NH:5][C:6]([O:8][C@H:9]1[C@H:13]([C:14]2[CH:19]=[CH:18][C:17]([F:20])=[CH:16][CH:15]=2)[CH2:12][N:11](C(OC(C)(C)C)=O)[CH2:10]1)=[O:7])[CH2:2][CH2:3][CH3:4].FC(F)(F)C(O)=O, predict the reaction product. The product is: [CH2:1]([NH:5][C:6](=[O:7])[O:8][C@H:9]1[C@H:13]([C:14]2[CH:15]=[CH:16][C:17]([F:20])=[CH:18][CH:19]=2)[CH2:12][NH:11][CH2:10]1)[CH2:2][CH2:3][CH3:4]. (3) Given the reactants Br[C:2]1[CH:16]=[CH:15][C:5]([CH2:6][NH:7][C:8](=[O:14])[O:9][C:10]([CH3:13])([CH3:12])[CH3:11])=[CH:4][CH:3]=1.[CH3:17][C:18]1[CH:23]=[C:22](B(O)O)[CH:21]=[CH:20][N:19]=1.C(=O)([O-])[O-].[Na+].[Na+], predict the reaction product. The product is: [CH3:17][C:18]1[CH:23]=[C:22]([C:2]2[CH:16]=[CH:15][C:5]([CH2:6][NH:7][C:8](=[O:14])[O:9][C:10]([CH3:13])([CH3:12])[CH3:11])=[CH:4][CH:3]=2)[CH:21]=[CH:20][N:19]=1. (4) Given the reactants [C:1]([C:4]1[S:8][C:7]([NH:9][C:10](=[O:20])[C:11]2[CH:16]=[C:15]([Cl:17])[CH:14]=[CH:13][C:12]=2[O:18][CH3:19])=[N:6][C:5]=1[CH3:21])(=[O:3])[CH3:2].Br[CH2:23][CH2:24][CH2:25][CH3:26].CC(C)([O-])C.[K+], predict the reaction product. The product is: [C:1]([C:4]1[S:8]/[C:7](=[N:9]\[C:10](=[O:20])[C:11]2[CH:16]=[C:15]([Cl:17])[CH:14]=[CH:13][C:12]=2[O:18][CH3:19])/[N:6]([CH2:23][CH2:24][CH2:25][CH3:26])[C:5]=1[CH3:21])(=[O:3])[CH3:2]. (5) Given the reactants [F:1][C:2]([F:22])([F:21])[C:3]1[CH:8]=[CH:7][N:6]2[C:9]([CH3:20])=[C:10]([NH:12]C(=O)OC(C)(C)C)[N:11]=[C:5]2[CH:4]=1.[ClH:23], predict the reaction product. The product is: [ClH:23].[NH2:12][C:10]1[N:11]=[C:5]2[CH:4]=[C:3]([C:2]([F:22])([F:1])[F:21])[CH:8]=[CH:7][N:6]2[C:9]=1[CH3:20]. (6) Given the reactants [C:1]([O:5][C:6]([N:8]1[CH2:13][CH2:12][CH:11]([NH:14][C:15]2[CH:20]=[CH:19][C:18]([O:21][C:22]3[CH:27]=[CH:26][C:25]([C:28]([O:30][CH3:31])=[O:29])=[CH:24][CH:23]=3)=[CH:17][CH:16]=2)[CH2:10][CH2:9]1)=[O:7])([CH3:4])([CH3:3])[CH3:2].[C:32]([C:34]1[CH:35]=[C:36]([CH:39]=[CH:40][CH:41]=1)[CH2:37]Br)#[N:33], predict the reaction product. The product is: [C:1]([O:5][C:6]([N:8]1[CH2:13][CH2:12][CH:11]([N:14]([CH2:37][C:36]2[CH:39]=[CH:40][CH:41]=[C:34]([C:32]#[N:33])[CH:35]=2)[C:15]2[CH:20]=[CH:19][C:18]([O:21][C:22]3[CH:23]=[CH:24][C:25]([C:28]([O:30][CH3:31])=[O:29])=[CH:26][CH:27]=3)=[CH:17][CH:16]=2)[CH2:10][CH2:9]1)=[O:7])([CH3:4])([CH3:3])[CH3:2]. (7) Given the reactants [I:1][CH3:2].[CH2:3]1[C:12]2[C:7](=[CH:8][CH:9]=[CH:10][CH:11]=2)[CH2:6][CH2:5][N:4]1[C:13]1[N:14]=[CH:15][CH:16]=[C:17]2[C:21]([CH2:22][N:23]([CH3:25])[CH3:24])=[C:20]([CH3:26])[N:19]([CH2:27][C:28]3[CH:33]=[CH:32][CH:31]=[C:30]([F:34])[CH:29]=3)[C:18]=12, predict the reaction product. The product is: [I-:1].[CH2:3]1[C:12]2[C:7](=[CH:8][CH:9]=[CH:10][CH:11]=2)[CH2:6][CH2:5][N:4]1[C:13]1[N:14]=[CH:15][CH:16]=[C:17]2[C:21]([CH2:22][N+:23]([CH3:2])([CH3:24])[CH3:25])=[C:20]([CH3:26])[N:19]([CH2:27][C:28]3[CH:33]=[CH:32][CH:31]=[C:30]([F:34])[CH:29]=3)[C:18]=12. (8) Given the reactants C(OC(=O)C(C)=CCC)C.CC(C[AlH]CC(C)C)C.CC(CC=C)C=O.C(N)C=C.[CH2:31]([N:34]=[CH:35][CH:36]([CH3:40])[CH2:37][CH:38]=[CH2:39])[CH:32]=[CH2:33].[BH4-].[Na+], predict the reaction product. The product is: [CH2:31]([NH:34][CH2:35][CH:36]([CH3:40])[CH2:37][CH:38]=[CH2:39])[CH:32]=[CH2:33]. (9) Given the reactants Cl[CH2:2][CH2:3][CH2:4][CH2:5][C:6]([C:8]1[CH:13]=[CH:12][CH:11]=[C:10]([F:14])[CH:9]=1)=[O:7].[CH3:15][CH:16]([CH3:32])[C:17]([NH:19][C:20]1[CH:25]=[CH:24][CH:23]=[C:22]([CH:26]2[CH2:31][CH2:30][NH:29][CH2:28][CH2:27]2)[CH:21]=1)=[O:18], predict the reaction product. The product is: [F:14][C:10]1[CH:9]=[C:8]([C:6](=[O:7])[CH2:5][CH2:4][CH2:3][CH2:2][N:29]2[CH2:30][CH2:31][CH:26]([C:22]3[CH:21]=[C:20]([NH:19][C:17](=[O:18])[CH:16]([CH3:15])[CH3:32])[CH:25]=[CH:24][CH:23]=3)[CH2:27][CH2:28]2)[CH:13]=[CH:12][CH:11]=1. (10) Given the reactants [CH3:1][C@H:2]1[NH:7][C@@H:6]([CH3:8])[CH2:5][N:4]([S:9]([CH2:12][C:13]2[CH:18]=[CH:17][C:16]([NH2:19])=[CH:15][CH:14]=2)(=[O:11])=[O:10])[CH2:3]1.C1C(=O)N([Br:27])C(=O)C1, predict the reaction product. The product is: [Br:27][C:17]1[CH:18]=[C:13]([CH2:12][S:9]([N:4]2[CH2:5][C@H:6]([CH3:8])[NH:7][C@H:2]([CH3:1])[CH2:3]2)(=[O:11])=[O:10])[CH:14]=[CH:15][C:16]=1[NH2:19].